Dataset: Full USPTO retrosynthesis dataset with 1.9M reactions from patents (1976-2016). Task: Predict the reactants needed to synthesize the given product. (1) Given the product [OH:8][C@H:9]1[C@H:13]([OH:14])[CH2:12][N:11]([C:22]2[CH:23]=[N:24][N:25]3[CH2:30][C@H:29]([CH3:31])[N:28]([C:32]([O:34][C:35]([CH3:38])([CH3:37])[CH3:36])=[O:33])[CH2:27][C:26]=23)[C:10]1=[O:39], predict the reactants needed to synthesize it. The reactants are: C([O:8][C@H:9]1[C@H:13]([O:14]CC2C=CC=CC=2)[CH2:12][N:11]([C:22]2[CH:23]=[N:24][N:25]3[CH2:30][C@H:29]([CH3:31])[N:28]([C:32]([O:34][C:35]([CH3:38])([CH3:37])[CH3:36])=[O:33])[CH2:27][C:26]=23)[C:10]1=[O:39])C1C=CC=CC=1.[H][H]. (2) Given the product [NH2:24][C:15]1[N:14]=[C:13]([NH:12][CH2:8][CH2:9][CH2:10][CH3:11])[N:21]=[C:20]2[C:16]=1[NH:17][C:18](=[O:22])[N:19]2[CH2:32][CH:33]1[CH2:37][CH2:36][CH2:35][O:34]1, predict the reactants needed to synthesize it. The reactants are: FC(F)(F)C(O)=O.[CH2:8]([NH:12][C:13]1[N:21]=[C:20]2[C:16]([N:17]=[C:18]([O:22]C)[NH:19]2)=[C:15]([NH2:24])[N:14]=1)[CH2:9][CH2:10][CH3:11].C(=O)([O-])[O-].[K+].[K+].Br[CH2:32][CH:33]1[CH2:37][CH2:36][CH2:35][O:34]1.Cl. (3) Given the product [O:8]1[CH:9]=[CH:10][CH:11]=[C:7]1[C:4]1[O:3][C:2]([NH:1][C:76]([C:63]2[CH:62]=[C:61]([C:55]3[CH:56]=[CH:57][CH:58]=[CH:59][CH:60]=3)[N:66]=[C:65]3[N:67]=[C:68]([N:70]4[CH2:75][CH2:74][CH2:73][CH2:72][CH2:71]4)[S:69][C:64]=23)=[O:77])=[N:6][N:5]=1, predict the reactants needed to synthesize it. The reactants are: [NH2:1][C:2]1[O:3][C:4]([C:7]2[O:8][CH:9]=[CH:10][CH:11]=2)=[N:5][N:6]=1.C1C=NC2N(O)N=NC=2C=1.CN(C(ON1N=NC2C=CC=NC1=2)=[N+](C)C)C.F[P-](F)(F)(F)(F)F.C(N(CC)C(C)C)(C)C.[C:55]1([C:61]2[N:66]=[C:65]3[N:67]=[C:68]([N:70]4[CH2:75][CH2:74][CH2:73][CH2:72][CH2:71]4)[S:69][C:64]3=[C:63]([C:76](O)=[O:77])[CH:62]=2)[CH:60]=[CH:59][CH:58]=[CH:57][CH:56]=1. (4) Given the product [NH:36]([C:2]1[N:3]=[C:4]2[C:9](=[CH:10][CH:11]=1)[N:8]=[C:7]([C:12]1[CH:17]=[CH:16][C:15]([C:18]3([NH:22][C:23](=[O:29])[O:24][C:25]([CH3:28])([CH3:27])[CH3:26])[CH2:21][CH2:20][CH2:19]3)=[CH:14][CH:13]=1)[C:6]([C:30]1[CH:35]=[CH:34][CH:33]=[CH:32][CH:31]=1)=[CH:5]2)[NH2:37], predict the reactants needed to synthesize it. The reactants are: Cl[C:2]1[N:3]=[C:4]2[C:9](=[CH:10][CH:11]=1)[N:8]=[C:7]([C:12]1[CH:17]=[CH:16][C:15]([C:18]3([NH:22][C:23](=[O:29])[O:24][C:25]([CH3:28])([CH3:27])[CH3:26])[CH2:21][CH2:20][CH2:19]3)=[CH:14][CH:13]=1)[C:6]([C:30]1[CH:35]=[CH:34][CH:33]=[CH:32][CH:31]=1)=[CH:5]2.[NH2:36][NH2:37]. (5) Given the product [Br:1][C:2]1[CH:3]=[C:4]2[CH:10]=[CH:9][NH:8][C:5]2=[N:6][CH:7]=1, predict the reactants needed to synthesize it. The reactants are: [Br:1][C:2]1[CH:3]=[C:4]2[CH2:10][CH2:9][NH:8][C:5]2=[N:6][CH:7]=1. (6) Given the product [CH2:25]([O:27][C:28]([C:30]1([C:33]2[CH:38]=[CH:37][C:36]([C:2]3[CH:7]=[CH:6][C:5]([C:8]4[O:12][N:11]=[C:10]([CH3:13])[C:9]=4[CH2:14][NH:15][CH2:16][CH:17]([C:19]4[CH:24]=[CH:23][CH:22]=[CH:21][CH:20]=4)[CH3:18])=[CH:4][CH:3]=3)=[CH:35][CH:34]=2)[CH2:31][CH2:32]1)=[O:29])[CH3:26], predict the reactants needed to synthesize it. The reactants are: Br[C:2]1[CH:7]=[CH:6][C:5]([C:8]2[O:12][N:11]=[C:10]([CH3:13])[C:9]=2[CH2:14][NH:15][CH2:16][CH:17]([C:19]2[CH:24]=[CH:23][CH:22]=[CH:21][CH:20]=2)[CH3:18])=[CH:4][CH:3]=1.[CH2:25]([O:27][C:28]([C:30]1([C:33]2[CH:38]=[CH:37][C:36](B3OC(C)(C)C(C)(C)O3)=[CH:35][CH:34]=2)[CH2:32][CH2:31]1)=[O:29])[CH3:26]. (7) Given the product [Cl:1][C:2]1[C:3]([O:9][CH:22]2[CH2:23][CH2:24][N:19]([C:16]3[N:15]=[CH:14][C:13]([CH:10]4[CH2:12][CH2:11]4)=[CH:18][N:17]=3)[CH2:20][CH2:21]2)=[CH:4][C:5](=[O:8])[NH:6][CH:7]=1, predict the reactants needed to synthesize it. The reactants are: [Cl:1][C:2]1[C:3]([OH:9])=[CH:4][C:5](=[O:8])[NH:6][CH:7]=1.[CH:10]1([C:13]2[CH:14]=[N:15][C:16]([N:19]3[CH2:24][CH2:23][CH:22](O)[CH2:21][CH2:20]3)=[N:17][CH:18]=2)[CH2:12][CH2:11]1.C1(P(C2C=CC=CC=2)C2C=CC=CC=2)C=CC=CC=1.N(C(OC(C)C)=O)=NC(OC(C)C)=O. (8) Given the product [CH2:1]([O:8][C:9](=[O:10])[NH:11][C:12]1([C:20]2[CH:25]=[CH:24][CH:23]=[C:22]([CH:26]([CH3:28])[CH3:27])[CH:21]=2)[CH2:17][CH2:18][N:31]([CH2:29][CH3:30])[C:14](=[O:16])[CH2:13]1)[C:2]1[CH:7]=[CH:6][CH:5]=[CH:4][CH:3]=1, predict the reactants needed to synthesize it. The reactants are: [CH2:1]([O:8][C:9]([NH:11][C:12]([C:20]1[CH:25]=[CH:24][CH:23]=[C:22]([CH:26]([CH3:28])[CH3:27])[CH:21]=1)([CH2:17][CH:18]=O)[CH2:13][C:14]([OH:16])=O)=[O:10])[C:2]1[CH:7]=[CH:6][CH:5]=[CH:4][CH:3]=1.[CH2:29]([NH2:31])[CH3:30].[BH-](OC(C)=O)(OC(C)=O)OC(C)=O.[Na+].